From a dataset of Catalyst prediction with 721,799 reactions and 888 catalyst types from USPTO. Predict which catalyst facilitates the given reaction. Reactant: Cl[CH2:2][C:3]1[N:8]=[C:7]([C:9]2[CH:14]=[CH:13][CH:12]=[CH:11][N:10]=2)[CH:6]=[CH:5][CH:4]=1.[C:15]([PH:19][C:20]([CH3:23])([CH3:22])[CH3:21])([CH3:18])([CH3:17])[CH3:16].C(N(CC)CC)C. Product: [C:15]([P:19]([CH2:2][C:3]1[N:8]=[C:7]([C:9]2[CH:14]=[CH:13][CH:12]=[CH:11][N:10]=2)[CH:6]=[CH:5][CH:4]=1)[C:20]([CH3:23])([CH3:22])[CH3:21])([CH3:18])([CH3:17])[CH3:16]. The catalyst class is: 5.